Task: Predict the reaction yield, written as a fraction of the theoretical maximum amount of product (1.0 means a 100% yield; for example, 0.34 means a 34% yield).. Dataset: Reaction yield outcomes from USPTO patents with 853,638 reactions (1) The reactants are [Cl:1][C:2]1[CH:7]=[CH:6][CH:5]=[CH:4][C:3]=1[C:8]1[CH:9]=[CH:10][C:11]([NH2:14])=[N:12][CH:13]=1.[F:15][C:16]1[CH:17]=[CH:18][C:19]([CH3:26])=[C:20]([S:22](Cl)(=[O:24])=[O:23])[CH:21]=1. The catalyst is N1C=CC=CC=1. The product is [Cl:1][C:2]1[CH:7]=[CH:6][CH:5]=[CH:4][C:3]=1[C:8]1[CH:9]=[CH:10][C:11]([NH:14][S:22]([C:20]2[CH:21]=[C:16]([F:15])[CH:17]=[CH:18][C:19]=2[CH3:26])(=[O:23])=[O:24])=[N:12][CH:13]=1. The yield is 0.570. (2) The reactants are [C:1]([O:5][C:6]([NH:8][C@@H:9]([C:13]([CH3:16])([CH3:15])[CH3:14])[C:10]([OH:12])=[O:11])=[O:7])([CH3:4])([CH3:3])[CH3:2].CCN(C(C)C)C(C)C.Br[CH2:27][C:28]([C:30]1[CH:35]=[CH:34][C:33]([Br:36])=[CH:32][CH:31]=1)=[O:29]. The catalyst is C(#N)C.CCOC(C)=O. The product is [C:1]([O:5][C:6]([NH:8][C@@H:9]([C:13]([CH3:16])([CH3:15])[CH3:14])[C:10]([O:12][CH2:27][C:28]([C:30]1[CH:35]=[CH:34][C:33]([Br:36])=[CH:32][CH:31]=1)=[O:29])=[O:11])=[O:7])([CH3:4])([CH3:3])[CH3:2]. The yield is 1.00. (3) The reactants are [Cl:1][C:2]1[CH:3]=[N+:4]([O-:27])[CH:5]=[C:6]([Cl:26])[C:7]=1[CH2:8][C@@H:9]([C:11]1[CH:16]=[CH:15][C:14]([O:17][CH:18]([F:20])[F:19])=[C:13]([O:21][CH2:22][CH:23]2[CH2:25][CH2:24]2)[CH:12]=1)[OH:10].C(Cl)CCl.[CH3:32][N:33]([C@H:43]([CH3:47])[C:44](O)=[O:45])[S:34]([C:37]1[CH:42]=[CH:41][CH:40]=[CH:39][CH:38]=1)(=[O:36])=[O:35]. The catalyst is CN(C1C=CN=CC=1)C.C(Cl)Cl. The product is [Cl:1][C:2]1[CH:3]=[N+:4]([O-:27])[CH:5]=[C:6]([Cl:26])[C:7]=1[CH2:8][C@@H:9]([C:11]1[CH:16]=[CH:15][C:14]([O:17][CH:18]([F:20])[F:19])=[C:13]([O:21][CH2:22][CH:23]2[CH2:25][CH2:24]2)[CH:12]=1)[O:10][C:44](=[O:45])[C@H:43]([N:33]([CH3:32])[S:34]([C:37]1[CH:42]=[CH:41][CH:40]=[CH:39][CH:38]=1)(=[O:36])=[O:35])[CH3:47]. The yield is 0.705. (4) The reactants are ClC1C=[CH:5][S:4][C:3]=1C(OC)=O.[CH3:11][NH:12][C:13]1[S:14][C:15]([C:18]2[CH:19]=[N:20][CH:21]=[CH:22][CH:23]=2)=[N:16][N:17]=1.C(OCC)(=[O:26])C.C(N(CC)CC)C. The catalyst is CN(C)C1C=CN=CC=1.ClC(Cl)C.CCCCCC. The product is [CH3:11][N:12]([C:13]1[S:14][C:15]([C:18]2[CH:19]=[N:20][CH:21]=[CH:22][CH:23]=2)=[N:16][N:17]=1)[C:5](=[O:26])[S:4][CH3:3]. The yield is 0.830. (5) The reactants are [CH3:1][N:2]1[CH2:7][CH2:6][N:5]([C:8]([O:10][C@@H:11]2[N:20]([C:21]3[CH:22]=[CH:23][C:24]([Cl:27])=[CH:25][N:26]=3)[C:18](=[O:19])[C:13]3[N:14]=[CH:15][CH:16]=[N:17][C:12]2=3)=[O:9])[CH2:4][CH2:3]1.[C:28]([OH:36])(=[O:35])[C@H:29]([CH2:31][C:32]([OH:34])=[O:33])[OH:30]. The catalyst is C(O)C. The product is [CH3:1][N:2]1[CH2:7][CH2:6][N:5]([C:8]([O:10][C@@H:11]2[N:20]([C:21]3[CH:22]=[CH:23][C:24]([Cl:27])=[CH:25][N:26]=3)[C:18](=[O:19])[C:13]3[N:14]=[CH:15][CH:16]=[N:17][C:12]2=3)=[O:9])[CH2:4][CH2:3]1.[C:28]([O-:36])(=[O:35])[C@H:29]([CH2:31][C:32]([O-:34])=[O:33])[OH:30]. The yield is 0.860.